Dataset: Forward reaction prediction with 1.9M reactions from USPTO patents (1976-2016). Task: Predict the product of the given reaction. (1) The product is: [F:10][C:8]1[CH:7]=[C:6]([B:11]([OH:13])[OH:12])[CH:5]=[C:4]([C:1]([O:3][CH3:19])=[O:2])[CH:9]=1. Given the reactants [C:1]([C:4]1[CH:5]=[C:6]([B:11]([OH:13])[OH:12])[CH:7]=[C:8]([F:10])[CH:9]=1)([OH:3])=[O:2].S(=O)(=O)(O)O.[CH3:19]O, predict the reaction product. (2) Given the reactants [CH3:1][N:2]1[C:11]2[C:6](=[CH:7][CH:8]=[C:9]([C:15]([O:17][CH3:18])=[O:16])[C:10]=2[N+:12]([O-])=O)[CH:5]=[CH:4][CH2:3]1, predict the reaction product. The product is: [NH2:12][C:10]1[C:9]([C:15]([O:17][CH3:18])=[O:16])=[CH:8][CH:7]=[C:6]2[C:11]=1[N:2]([CH3:1])[CH2:3][CH2:4][CH2:5]2. (3) The product is: [C:14]1([NH:13][C:10]2[N:11]=[CH:12][N:8]([C:4]3[N:5]=[CH:6][N:7]=[C:2]([NH:20][CH:21]4[CH2:26][CH2:25][CH2:24][NH:23][CH2:22]4)[CH:3]=3)[N:9]=2)[CH:19]=[CH:18][CH:17]=[CH:16][CH:15]=1. Given the reactants Cl[C:2]1[N:7]=[CH:6][N:5]=[C:4]([N:8]2[CH:12]=[N:11][C:10]([NH:13][C:14]3[CH:19]=[CH:18][CH:17]=[CH:16][CH:15]=3)=[N:9]2)[CH:3]=1.[NH2:20][C@H:21]1[CH2:26][CH2:25][CH2:24][N:23](C(OC(C)(C)C)=O)[CH2:22]1.CCN(C(C)C)C(C)C, predict the reaction product.